From a dataset of Reaction yield outcomes from USPTO patents with 853,638 reactions. Predict the reaction yield, written as a fraction of the theoretical maximum amount of product (1.0 means a 100% yield; for example, 0.34 means a 34% yield). (1) The reactants are [NH2:1][C:2]1[CH:7]=[CH:6][CH:5]=[CH:4][C:3]=1[S:8]([NH:11][CH:12]([CH3:14])[CH3:13])(=[O:10])=[O:9].[H-].[Na+].[Cl:17][C:18]1[N:23]=[C:22](Cl)[C:21]([Cl:25])=[CH:20][N:19]=1.O. The catalyst is CN1C(=O)N(C)CC1. The product is [Cl:17][C:18]1[N:23]=[C:22]([NH:1][C:2]2[CH:7]=[CH:6][CH:5]=[CH:4][C:3]=2[S:8]([NH:11][CH:12]([CH3:14])[CH3:13])(=[O:10])=[O:9])[C:21]([Cl:25])=[CH:20][N:19]=1. The yield is 0.380. (2) The reactants are [CH3:1][O:2][C:3](=[O:12])[CH2:4][C:5]1[CH:10]=[CH:9][C:8]([Cl:11])=[CH:7][CH:6]=1.[CH3:13][O-:14].[Na+].C=O. The catalyst is CS(C)=O.CCOC(C)=O. The product is [CH3:1][O:2][C:3](=[O:12])[CH:4]([C:5]1[CH:10]=[CH:9][C:8]([Cl:11])=[CH:7][CH:6]=1)[CH2:13][OH:14]. The yield is 0.520. (3) The reactants are [I:1][C:2]1[CH:7]=[CH:6][C:5]([C:8](=[O:10])[CH3:9])=[CH:4][CH:3]=1.[CH2:11](O)[CH2:12][OH:13]. The catalyst is C1(C)C=CC=CC=1.CCOC(C)=O.S(O)(C1C=CC(C)=CC=1)(=O)=O.O. The product is [I:1][C:2]1[CH:7]=[CH:6][C:5]([C:8]2([CH3:9])[O:13][CH2:12][CH2:11][O:10]2)=[CH:4][CH:3]=1. The yield is 0.990. (4) The reactants are [NH2:1][C:2]1[N:7]=[C:6]([N:8]2[CH2:13][CH2:12][N:11](C(OC(C)(C)C)=O)[CH2:10][CH2:9]2)[C:5]([NH2:21])=[C:4]([SH:22])[N:3]=1.[Br:23][C:24]1[CH:29]=[CH:28][C:27]([CH2:30][CH2:31][C:32](O)=O)=[CH:26][CH:25]=1. No catalyst specified. The product is [Br:23][C:24]1[CH:29]=[CH:28][C:27]([CH2:30][CH2:31][C:32]2[S:22][C:4]3[N:3]=[C:2]([NH2:1])[N:7]=[C:6]([N:8]4[CH2:9][CH2:10][NH:11][CH2:12][CH2:13]4)[C:5]=3[N:21]=2)=[CH:26][CH:25]=1. The yield is 0.700. (5) The reactants are Br[C:2]1[CH:3]=[C:4]([S:9]([NH:12][C:13]2[CH:22]=[CH:21][C:16]([C:17]([O:19][CH3:20])=[O:18])=[C:15]([OH:23])[CH:14]=2)(=[O:11])=[O:10])[CH:5]=[N:6][C:7]=1[Cl:8].[F:24][C:25]1[C:30]([O:31][CH3:32])=[CH:29][CH:28]=[CH:27][C:26]=1B(O)O.CCN(C(C)C)C(C)C.C(Cl)Cl.C(O)(C(F)(F)F)=O. The catalyst is O1CCOCC1.C1C=CC(P(C2C=CC=CC=2)[C-]2C=CC=C2)=CC=1.C1C=CC(P(C2C=CC=CC=2)[C-]2C=CC=C2)=CC=1.Cl[Pd]Cl.[Fe+2]. The product is [Cl:8][C:7]1[N:6]=[CH:5][C:4]([S:9]([NH:12][C:13]2[CH:22]=[CH:21][C:16]([C:17]([O:19][CH3:20])=[O:18])=[C:15]([OH:23])[CH:14]=2)(=[O:11])=[O:10])=[CH:3][C:2]=1[C:26]1[CH:27]=[CH:28][CH:29]=[C:30]([O:31][CH3:32])[C:25]=1[F:24]. The yield is 0.0700. (6) The reactants are [CH3:1][C:2]1([CH2:5][O:6][C:7]2[CH:12]=[CH:11][N:10]=[CH:9][C:8]=2[N+:13]([O-])=O)[CH2:4][CH2:3]1. The catalyst is [Pd].CCO. The product is [CH3:1][C:2]1([CH2:5][O:6][C:7]2[CH:12]=[CH:11][N:10]=[CH:9][C:8]=2[NH2:13])[CH2:4][CH2:3]1. The yield is 1.02. (7) The reactants are [Cl:1][C:2]1[CH:7]=[C:6](/[CH:8]=[CH:9]/[CH:10]([C:15]2[CH:20]=[C:19]([Cl:21])[CH:18]=[C:17]([Cl:22])[CH:16]=2)[C:11]([F:14])([F:13])[F:12])[CH:5]=[CH:4][C:3]=1[CH2:23][NH2:24].[CH2:25]([N:27]=[C:28]=[O:29])[CH3:26]. The catalyst is C(Cl)Cl. The product is [Cl:1][C:2]1[CH:7]=[C:6](/[CH:8]=[CH:9]/[CH:10]([C:15]2[CH:16]=[C:17]([Cl:22])[CH:18]=[C:19]([Cl:21])[CH:20]=2)[C:11]([F:13])([F:14])[F:12])[CH:5]=[CH:4][C:3]=1[CH2:23][NH:24][C:28]([NH:27][CH2:25][CH3:26])=[O:29]. The yield is 0.600.